Dataset: Peptide-MHC class I binding affinity with 185,985 pairs from IEDB/IMGT. Task: Regression. Given a peptide amino acid sequence and an MHC pseudo amino acid sequence, predict their binding affinity value. This is MHC class I binding data. (1) The peptide sequence is WCSQTSYQY. The MHC is HLA-A26:01 with pseudo-sequence HLA-A26:01. The binding affinity (normalized) is 0. (2) The peptide sequence is GSVNVVYTF. The MHC is Mamu-A01 with pseudo-sequence Mamu-A01. The binding affinity (normalized) is 0.598.